Dataset: Peptide-MHC class I binding affinity with 185,985 pairs from IEDB/IMGT. Task: Regression. Given a peptide amino acid sequence and an MHC pseudo amino acid sequence, predict their binding affinity value. This is MHC class I binding data. The peptide sequence is GVPPKVVSY. The MHC is HLA-A25:01 with pseudo-sequence HLA-A25:01. The binding affinity (normalized) is 0.0847.